Dataset: Full USPTO retrosynthesis dataset with 1.9M reactions from patents (1976-2016). Task: Predict the reactants needed to synthesize the given product. (1) The reactants are: [CH3:1][C:2]1[CH:7]=[CH:6][CH:5]=[C:4]([CH3:8])[C:3]=1[C:9]1[N:10]=[C:11]([N:19]2[CH2:24][CH2:23][C@H:22]([O:25][CH3:26])[C:21]([CH3:28])([CH3:27])[CH2:20]2)[C:12]2[CH2:18][NH:17][CH2:16][CH2:15][C:13]=2[N:14]=1.CCC(O[C:34]([CH:36]([CH3:38])[CH3:37])=[O:35])=O.[C:39]1([CH3:45])C=CC=CC=1.[OH2:46]. Given the product [CH3:1][C:2]1[CH:7]=[CH:6][CH:5]=[C:4]([CH3:8])[C:3]=1[C:9]1[N:10]=[C:11]([N:19]2[CH2:24][CH2:23][C@H:22]([O:25][CH3:26])[C:21]([CH3:28])([CH3:27])[CH2:20]2)[C:12]2[CH2:18][N:17]([C:39](=[O:46])[CH2:45][C:34](=[O:35])[CH:36]([CH3:37])[CH3:38])[CH2:16][CH2:15][C:13]=2[N:14]=1, predict the reactants needed to synthesize it. (2) Given the product [CH3:10][NH:11][C:12](=[O:13])[O:9][CH2:8][C:6]1[CH:5]=[CH:4][CH:3]=[C:2]([Br:1])[N:7]=1, predict the reactants needed to synthesize it. The reactants are: [Br:1][C:2]1[N:7]=[C:6]([CH2:8][OH:9])[CH:5]=[CH:4][CH:3]=1.[CH3:10][N:11]=[C:12]=[O:13].[H-].[Na+].[NH4+].[Cl-]. (3) The reactants are: [C:1]([NH2:6])(=[S:5])[CH:2]([CH3:4])[CH3:3].Cl[CH2:8][C:9]([CH2:11]Cl)=O.ClC[C:15]1SC=C[N:19]=1.CN. Given the product [CH:2]([C:1]1[S:5][CH:8]=[C:9]([CH2:11][NH:19][CH3:15])[N:6]=1)([CH3:4])[CH3:3], predict the reactants needed to synthesize it. (4) The reactants are: [N:1]1([C:7]2[N:8]=[C:9]([CH2:14][C:15]([O:17]CC)=O)[NH:10][C:11](=[O:13])[CH:12]=2)[CH2:6][CH2:5][O:4][CH2:3][CH2:2]1.[CH3:20][O:21][C:22]1[CH:23]=[C:24]([CH:26]=[CH:27][CH:28]=1)[NH2:25]. Given the product [CH3:20][O:21][C:22]1[CH:23]=[C:24]([NH:25][C:15](=[O:17])[CH2:14][C:9]2[NH:10][C:11](=[O:13])[CH:12]=[C:7]([N:1]3[CH2:2][CH2:3][O:4][CH2:5][CH2:6]3)[N:8]=2)[CH:26]=[CH:27][CH:28]=1, predict the reactants needed to synthesize it.